Dataset: Catalyst prediction with 721,799 reactions and 888 catalyst types from USPTO. Task: Predict which catalyst facilitates the given reaction. (1) Reactant: S(Cl)(Cl)=O.[CH2:5]1[S:9][C@@H:8]([CH2:10][CH2:11][CH2:12][CH2:13][C:14]([OH:16])=O)[C@H:7]2[NH:17][C:18]([NH:20][C@@H:6]12)=[O:19].[NH2:21][C:22]1[CH:27]=[CH:26][C:25]([C:28]2[C:41]([C:42]3[CH:47]=[CH:46][N:45]=[C:44]([NH:48][CH2:49][CH2:50][CH2:51][CH3:52])[N:43]=3)=[C:31]3[CH:32]=[CH:33][CH:34]=[C:35]([NH:36][CH2:37][CH2:38][CH2:39][CH3:40])[N:30]3[N:29]=2)=[CH:24][CH:23]=1.C(=O)(O)[O-].[Na+]. Product: [O:19]=[C:18]1[NH:20][C@H:6]2[CH2:5][S:9][C@@H:8]([CH2:10][CH2:11][CH2:12][CH2:13][C:14]([NH:21][C:22]3[CH:23]=[CH:24][C:25]([C:28]4[C:41]([C:42]5[CH:47]=[CH:46][N:45]=[C:44]([NH:48][CH2:49][CH2:50][CH2:51][CH3:52])[N:43]=5)=[C:31]5[CH:32]=[CH:33][CH:34]=[C:35]([NH:36][CH2:37][CH2:38][CH2:39][CH3:40])[N:30]5[N:29]=4)=[CH:26][CH:27]=3)=[O:16])[C@H:7]2[NH:17]1. The catalyst class is: 42. (2) Reactant: [S:1]1[C:5]2[CH:6]=[CH:7][CH:8]=[CH:9][C:4]=2[N:3]=[C:2]1[CH:10]=O.[O:12]1[C:18]2[CH:19]=[CH:20][C:21]([S:23]([NH2:26])(=[O:25])=[O:24])=[CH:22][C:17]=2[O:16][CH2:15][CH2:14][CH2:13]1.O.[O-2].[O-2].[O-2].O=[Si]=O.O=[Si]=O.O=[Si]=O.O=[Si]=O.[Al+3].[Al+3]. Product: [S:1]1[C:5]2[CH:6]=[CH:7][CH:8]=[CH:9][C:4]=2[N:3]=[C:2]1[CH:10]=[N:26][S:23]([C:21]1[CH:20]=[CH:19][C:18]2[O:12][CH2:13][CH2:14][CH2:15][O:16][C:17]=2[CH:22]=1)(=[O:24])=[O:25]. The catalyst class is: 11. (3) The catalyst class is: 5. Product: [F:37][C:5]([F:4])([F:36])[CH2:6][NH:7][C:8]([NH:10][C:11]1[CH:12]=[C:13]([C:17]2[N:21]3[N:22]=[CH:23][C:24]([C:26]4[CH:27]=[C:28]([CH:33]=[CH:34][CH:35]=4)[C:29]([OH:31])=[O:30])=[CH:25][C:20]3=[N:19][CH:18]=2)[CH:14]=[CH:15][CH:16]=1)=[O:9]. Reactant: O.[OH-].[Li+].[F:4][C:5]([F:37])([F:36])[CH2:6][NH:7][C:8]([NH:10][C:11]1[CH:12]=[C:13]([C:17]2[N:21]3[N:22]=[CH:23][C:24]([C:26]4[CH:27]=[C:28]([CH:33]=[CH:34][CH:35]=4)[C:29]([O:31]C)=[O:30])=[CH:25][C:20]3=[N:19][CH:18]=2)[CH:14]=[CH:15][CH:16]=1)=[O:9].Cl. (4) Reactant: [O:1]=[C:2]1[CH:13]2[C:14]3[N:6]([CH:7]=[CH:8][C:9]=3[CH2:10][CH2:11][C@@H:12]2[NH:15][C:16](=[O:19])[O:17][CH3:18])[CH2:5][C@@H:4]([C:20]2[NH:21][CH:22]=[C:23]([C:25]3[CH:30]=[CH:29][C:28](B4OC(C)(C)C(C)(C)O4)=[CH:27][CH:26]=3)[N:24]=2)[CH2:3]1.Cl[C:41]1[N:46]=[CH:45][C:44]([C:47]2[NH:51][C:50]([C@@H:52]3[CH2:56][C:55]([F:58])([F:57])[CH2:54][N:53]3[C:59]([O:61][C:62]([CH3:65])([CH3:64])[CH3:63])=[O:60])=[N:49][CH:48]=2)=[CH:43][N:42]=1.C(=O)([O-])[O-].[Cs+].[Cs+]. Product: [F:57][C:55]1([F:58])[CH2:54][N:53]([C:59]([O:61][C:62]([CH3:65])([CH3:64])[CH3:63])=[O:60])[C@H:52]([C:50]2[NH:51][C:47]([C:44]3[CH:43]=[N:42][C:41]([C:28]4[CH:27]=[CH:26][C:25]([C:23]5[N:24]=[C:20]([C@@H:4]6[CH2:5][N:6]7[C:14]8[CH:13]([C@@H:12]([NH:15][C:16]([O:17][CH3:18])=[O:19])[CH2:11][CH2:10][C:9]=8[CH:8]=[CH:7]7)[C:2](=[O:1])[CH2:3]6)[NH:21][CH:22]=5)=[CH:30][CH:29]=4)=[N:46][CH:45]=3)=[CH:48][N:49]=2)[CH2:56]1. The catalyst class is: 70. (5) Reactant: [F:1][C:2]1[CH:3]=[C:4]([NH:9][C:10]([C:12]2[CH:13]=[C:14]([S:18](Cl)(=[O:20])=[O:19])[S:15][C:16]=2[CH3:17])=[O:11])[CH:5]=[CH:6][C:7]=1[F:8].[NH2:22][C@@H:23]([CH2:25][CH3:26])[CH3:24].C(N(C(C)C)CC)(C)C. Product: [F:1][C:2]1[CH:3]=[C:4]([NH:9][C:10]([C:12]2[CH:13]=[C:14]([S:18](=[O:20])(=[O:19])[NH:22][C@H:23]([CH3:24])[CH2:25][CH3:26])[S:15][C:16]=2[CH3:17])=[O:11])[CH:5]=[CH:6][C:7]=1[F:8]. The catalyst class is: 10. (6) Product: [NH2:7][CH:8]([CH3:9])[C:10]([NH:11][C:12]1[N:13]=[C:14]([NH:19][C:20]([C:22]2[CH:27]=[CH:26][CH:25]=[CH:24][N:23]=2)=[O:21])[CH:15]=[C:16]([Cl:18])[CH:17]=1)=[O:28]. Reactant: C(OC(=O)[NH:7][CH:8]([C:10](=[O:28])[NH:11][C:12]1[CH:17]=[C:16]([Cl:18])[CH:15]=[C:14]([NH:19][C:20]([C:22]2[CH:27]=[CH:26][CH:25]=[CH:24][N:23]=2)=[O:21])[N:13]=1)[CH3:9])(C)(C)C.C(O)(C(F)(F)F)=O. The catalyst class is: 2. (7) Reactant: [Cl:1][C:2]1[CH:17]=[CH:16][CH:15]=[CH:14][C:3]=1[O:4][CH2:5][C:6]1[O:10][N:9]=[C:8]([C:11]([OH:13])=O)[CH:7]=1.C(N(CC)CC)C.Cl.C(N=C=NCCCN(C)C)C.ON1C2C=CC=CC=2N=N1.[O:47]1[CH2:52][CH2:51][CH:50]([CH2:53][NH2:54])[CH2:49][CH2:48]1. Product: [O:47]1[CH2:52][CH2:51][CH:50]([CH2:53][NH:54][C:11]([C:8]2[CH:7]=[C:6]([CH2:5][O:4][C:3]3[CH:14]=[CH:15][CH:16]=[CH:17][C:2]=3[Cl:1])[O:10][N:9]=2)=[O:13])[CH2:49][CH2:48]1. The catalyst class is: 145.